The task is: Predict the reaction yield, written as a fraction of the theoretical maximum amount of product (1.0 means a 100% yield; for example, 0.34 means a 34% yield).. This data is from Reaction yield outcomes from USPTO patents with 853,638 reactions. The reactants are [CH2:1]([C:3]1[O:7][C:6]([C:8]2[CH:13]=[CH:12][C:11]([N+:14]([O-])=O)=[CH:10][CH:9]=2)=[N:5][C:4]=1[C:17]([O:19][CH2:20][CH3:21])=[O:18])[CH3:2]. The catalyst is [Pd].CO. The product is [NH2:14][C:11]1[CH:10]=[CH:9][C:8]([C:6]2[O:7][C:3]([CH2:1][CH3:2])=[C:4]([C:17]([O:19][CH2:20][CH3:21])=[O:18])[N:5]=2)=[CH:13][CH:12]=1. The yield is 0.880.